This data is from Retrosynthesis with 50K atom-mapped reactions and 10 reaction types from USPTO. The task is: Predict the reactants needed to synthesize the given product. (1) The reactants are: COC(=O)CCc1ccc(-c2ccc(CC(N)C(=O)N(C)C)cc2)cc1.Cc1ccc(S(=O)(=O)Cl)cc1. Given the product COC(=O)CCc1ccc(-c2ccc(CC(NS(=O)(=O)c3ccc(C)cc3)C(=O)N(C)C)cc2)cc1, predict the reactants needed to synthesize it. (2) Given the product Cc1ccc(CCNC(=O)c2sc3nc(C)cc(C(F)(F)F)c3c2N)cc1, predict the reactants needed to synthesize it. The reactants are: Cc1cc(C(F)(F)F)c2c(N)c(C(=O)O)sc2n1.Cc1ccc(CCN)cc1. (3) Given the product COc1cnc(C(=O)O)c2c1C(=O)N(Cc1ccc(F)cc1)CC2, predict the reactants needed to synthesize it. The reactants are: CCOC(=O)c1ncc(OC)c2c1CCN(Cc1ccc(F)cc1)C2=O.